From a dataset of Peptide-MHC class I binding affinity with 185,985 pairs from IEDB/IMGT. Regression. Given a peptide amino acid sequence and an MHC pseudo amino acid sequence, predict their binding affinity value. This is MHC class I binding data. The MHC is HLA-B08:01 with pseudo-sequence HLA-B08:01. The binding affinity (normalized) is 0.483. The peptide sequence is IPKRNRSIL.